This data is from Forward reaction prediction with 1.9M reactions from USPTO patents (1976-2016). The task is: Predict the product of the given reaction. Given the reactants [CH2:1]([C:8]1[O:12][C:11]([C:13]2[CH:18]=[C:17]([F:19])[CH:16]=[CH:15][C:14]=2[F:20])=[N:10][C:9]=1[CH:21]=[N:22][S:23]([C:25]([CH3:28])([CH3:27])[CH3:26])=[O:24])[C:2]1[CH:7]=[CH:6][CH:5]=[CH:4][CH:3]=1.[Li][C:30]([CH3:33])([CH3:32])[CH3:31], predict the reaction product. The product is: [CH2:1]([C:8]1[O:12][C:11]([C:13]2[CH:18]=[C:17]([F:19])[CH:16]=[CH:15][C:14]=2[F:20])=[N:10][C:9]=1[CH:21]([NH:22][S:23]([C:25]([CH3:28])([CH3:27])[CH3:26])=[O:24])[C:30]([CH3:33])([CH3:32])[CH3:31])[C:2]1[CH:3]=[CH:4][CH:5]=[CH:6][CH:7]=1.